Dataset: Reaction yield outcomes from USPTO patents with 853,638 reactions. Task: Predict the reaction yield, written as a fraction of the theoretical maximum amount of product (1.0 means a 100% yield; for example, 0.34 means a 34% yield). (1) The reactants are [CH2:1]([O:8][C@@H:9]1[C@@H:15]([O:16][CH2:17][C:18]2[CH:23]=[CH:22][CH:21]=[CH:20][CH:19]=2)[C@H:14]([O:24][CH2:25][C:26]2[CH:31]=[CH:30][CH:29]=[CH:28][CH:27]=2)[C@@H:13]([CH2:32][O:33][CH2:34][C:35]2[CH:40]=[CH:39][CH:38]=[CH:37][CH:36]=2)[O:12][CH:10]1[OH:11])[C:2]1[CH:7]=[CH:6][CH:5]=[CH:4][CH:3]=1.C(OC(=O)C)(=O)C.O. The catalyst is CS(C)=O. The product is [CH2:1]([O:8][C@@H:9]1[C@@H:15]([O:16][CH2:17][C:18]2[CH:23]=[CH:22][CH:21]=[CH:20][CH:19]=2)[C@H:14]([O:24][CH2:25][C:26]2[CH:27]=[CH:28][CH:29]=[CH:30][CH:31]=2)[C@@H:13]([CH2:32][O:33][CH2:34][C:35]2[CH:36]=[CH:37][CH:38]=[CH:39][CH:40]=2)[O:12][C:10]1=[O:11])[C:2]1[CH:3]=[CH:4][CH:5]=[CH:6][CH:7]=1. The yield is 0.940. (2) The reactants are [F:1][C:2]1[CH:7]=[CH:6][C:5]([NH:8][C:9]2[C:10]([CH3:19])=[C:11]([CH:16]=[CH:17][CH:18]=2)[C:12]([O:14][CH3:15])=[O:13])=[C:4]([N+:20]([O-])=O)[CH:3]=1. The catalyst is CO.[C].[Pd]. The product is [NH2:20][C:4]1[CH:3]=[C:2]([F:1])[CH:7]=[CH:6][C:5]=1[NH:8][C:9]1[C:10]([CH3:19])=[C:11]([CH:16]=[CH:17][CH:18]=1)[C:12]([O:14][CH3:15])=[O:13]. The yield is 0.990. (3) The reactants are [Cl:1][C:2]1[CH:3]=[C:4]([NH2:18])[C:5]([NH2:17])=[CH:6][C:7]=1[O:8][C:9]1[CH:14]=[CH:13][C:12]([F:15])=[CH:11][C:10]=1[F:16].[C:19](O)([C:21]([F:24])([F:23])[F:22])=O. The catalyst is Cl. The product is [Cl:1][C:2]1[C:7]([O:8][C:9]2[CH:14]=[CH:13][C:12]([F:15])=[CH:11][C:10]=2[F:16])=[CH:6][C:5]2[NH:17][C:19]([C:21]([F:24])([F:23])[F:22])=[N:18][C:4]=2[CH:3]=1. The yield is 0.570. (4) The yield is 0.840. The catalyst is C(Cl)Cl. The product is [C:17]1([S:16]([C:15]2[CH2:14][CH2:13][CH2:12][C:11](=[O:23])[C:10]=2[C:8]([C:7]2[C:2]([CH3:1])=[N:3][C:4]([C:24]([F:25])([F:27])[F:26])=[CH:5][CH:6]=2)=[O:9])(=[O:30])=[O:39])[CH:22]=[CH:21][CH:20]=[CH:19][CH:18]=1. The reactants are [CH3:1][C:2]1[C:7]([C:8]([C:10]2[C:11](=[O:23])[CH2:12][CH2:13][CH2:14][C:15]=2[S:16][C:17]2[CH:22]=[CH:21][CH:20]=[CH:19][CH:18]=2)=[O:9])=[CH:6][CH:5]=[C:4]([C:24]([F:27])([F:26])[F:25])[N:3]=1.C(OO)(=[O:30])C.C(OCC)(=O)C.[OH2:39]. (5) The reactants are O[C@@H]1C2N=CN=C(N3CCN(C(OC(C)(C)C)=O)CC3)C=2[C@H](C)C1.CCN(S(F)(F)F)CC.[F:34][C@H:35]1[C:39]2[N:40]=[CH:41][N:42]=[C:43]([N:44]3[CH2:49][CH2:48][N:47](C(OC(C)(C)C)=O)[CH2:46][CH2:45]3)[C:38]=2[C@H:37]([CH3:57])[CH2:36]1.[ClH:58]. The catalyst is C(Cl)Cl.O1CCOCC1. The product is [ClH:58].[ClH:58].[F:34][C@H:35]1[C:39]2[N:40]=[CH:41][N:42]=[C:43]([N:44]3[CH2:45][CH2:46][NH:47][CH2:48][CH2:49]3)[C:38]=2[C@H:37]([CH3:57])[CH2:36]1. The yield is 0.960. (6) The reactants are [CH3:1][O:2][C:3]1[CH:38]=[C:37]([O:39][CH3:40])[CH:36]=[CH:35][C:4]=1[CH2:5][NH:6][C:7]1[C:8]2[CH:15]=[CH:14][N:13]([C@H:16]3[C@@H:20]4[O:21][C:22]([CH3:25])([CH3:24])[O:23][C@@H:19]4[C@@H:18]([CH2:26][N:27]([CH:32]([CH3:34])[CH3:33])[CH2:28][CH2:29][CH2:30][NH2:31])[O:17]3)[C:9]=2[N:10]=[CH:11][N:12]=1.[C:41]([C:45]1[CH:50]=[CH:49][C:48]([N:51]=[C:52]=[O:53])=[CH:47][CH:46]=1)([CH3:44])([CH3:43])[CH3:42]. The catalyst is C(Cl)Cl. The product is [C:41]([C:45]1[CH:50]=[CH:49][C:48]([NH:51][C:52]([NH:31][CH2:30][CH2:29][CH2:28][N:27]([CH2:26][C@@H:18]2[C@@H:19]3[C@@H:20]([O:21][C:22]([CH3:24])([CH3:25])[O:23]3)[C@H:16]([N:13]3[C:9]4[N:10]=[CH:11][N:12]=[C:7]([NH:6][CH2:5][C:4]5[CH:35]=[CH:36][C:37]([O:39][CH3:40])=[CH:38][C:3]=5[O:2][CH3:1])[C:8]=4[CH:15]=[CH:14]3)[O:17]2)[CH:32]([CH3:34])[CH3:33])=[O:53])=[CH:47][CH:46]=1)([CH3:44])([CH3:42])[CH3:43]. The yield is 0.730. (7) No catalyst specified. The product is [N:1]1[C:2]2[S:3][CH:4]=[CH:5][C:6]=2[C:7](=[O:9])[NH:14][CH:12]=1. The yield is 0.660. The reactants are [NH2:1][C:2]1[S:3][CH:4]=[CH:5][C:6]=1[C:7]([O:9]C)=O.O.[CH:12]([NH2:14])=O.